Dataset: Catalyst prediction with 721,799 reactions and 888 catalyst types from USPTO. Task: Predict which catalyst facilitates the given reaction. Reactant: FC(F)(F)S(O)(=O)=O.[Cl:9][C:10]1[CH:11]=[C:12]([CH:23]=[C:24]([Cl:26])[CH:25]=1)[CH:13]=[N:14][CH2:15][CH:16](OCC)OCC.CO.[OH-].[NH4+]. Product: [Cl:9][C:10]1[CH:25]=[C:24]([Cl:26])[CH:23]=[C:12]2[C:11]=1[CH:16]=[CH:15][N:14]=[CH:13]2. The catalyst class is: 2.